From a dataset of Forward reaction prediction with 1.9M reactions from USPTO patents (1976-2016). Predict the product of the given reaction. (1) The product is: [NH2:22][C:21]1[NH:23][C:14](=[O:16])[C:13]2[CH2:12][CH2:11][CH2:10][NH:9][C:8]=2[N:20]=1. Given the reactants [O-]CC.[Na+].C(O[C:8]1[CH:13]([C:14]([O:16]CC)=O)[CH2:12][CH2:11][CH2:10][N:9]=1)C.Cl.[NH2:20][C:21]([NH2:23])=[NH:22], predict the reaction product. (2) Given the reactants [N:1]1[N:2]([C:10]2[CH:15]=[C:14]([C:16]([CH3:23])([CH3:22])[CH2:17][C:18]([CH3:21])([CH3:20])[CH3:19])[CH:13]=[C:12]([CH2:24]Cl)[C:11]=2[OH:26])[N:3]=[C:4]2[CH:9]=[CH:8][CH:7]=[CH:6][C:5]=12.[CH2:27]([OH:32])[CH2:28][CH:29]([CH3:31])[CH3:30].[H-].[Na+], predict the reaction product. The product is: [N:1]1[N:2]([C:10]2[CH:15]=[C:14]([C:16]([CH3:23])([CH3:22])[CH2:17][C:18]([CH3:21])([CH3:20])[CH3:19])[CH:13]=[C:12]([CH2:24][O:32][CH2:27][CH2:28][CH:29]([CH3:31])[CH3:30])[C:11]=2[OH:26])[N:3]=[C:4]2[CH:9]=[CH:8][CH:7]=[CH:6][C:5]=12.